The task is: Binary Classification. Given a T-cell receptor sequence (or CDR3 region) and an epitope sequence, predict whether binding occurs between them.. This data is from TCR-epitope binding with 47,182 pairs between 192 epitopes and 23,139 TCRs. (1) The epitope is TSNQVAVLY. The TCR CDR3 sequence is CASSSEQGANTGELFF. Result: 0 (the TCR does not bind to the epitope). (2) The epitope is KMKDLSPRW. The TCR CDR3 sequence is CASSLDRPPSSGYTF. Result: 0 (the TCR does not bind to the epitope). (3) The epitope is LEPLVDLPI. The TCR CDR3 sequence is CASTSGRASYEQYF. Result: 1 (the TCR binds to the epitope). (4) The epitope is KLGGALQAK. The TCR CDR3 sequence is CASSPPDRSSGNTIYF. Result: 1 (the TCR binds to the epitope). (5) The epitope is KLSALGINAV. The TCR CDR3 sequence is CASRPQGANEKLFF. Result: 0 (the TCR does not bind to the epitope).